This data is from Peptide-MHC class I binding affinity with 185,985 pairs from IEDB/IMGT. The task is: Regression. Given a peptide amino acid sequence and an MHC pseudo amino acid sequence, predict their binding affinity value. This is MHC class I binding data. (1) The peptide sequence is SSSGMDAYY. The MHC is HLA-B44:02 with pseudo-sequence HLA-B44:02. The binding affinity (normalized) is 0.0847. (2) The peptide sequence is LTQAAGQAF. The MHC is HLA-B57:01 with pseudo-sequence HLA-B57:01. The binding affinity (normalized) is 0.462. (3) The peptide sequence is RLVDFFPDI. The MHC is HLA-A02:01 with pseudo-sequence HLA-A02:01. The binding affinity (normalized) is 1.00. (4) The peptide sequence is RGRKPIFRK. The MHC is HLA-B39:01 with pseudo-sequence HLA-B39:01. The binding affinity (normalized) is 0.0847. (5) The peptide sequence is DLIEWAMEK. The MHC is HLA-A03:01 with pseudo-sequence HLA-A03:01. The binding affinity (normalized) is 0. (6) The peptide sequence is CRRPGNKTV. The MHC is Mamu-B08 with pseudo-sequence Mamu-B08. The binding affinity (normalized) is 0.307. (7) The peptide sequence is VILWFSFGA. The MHC is HLA-A24:02 with pseudo-sequence HLA-A24:02. The binding affinity (normalized) is 0.0178. (8) The peptide sequence is NSWDVFGNW. The MHC is Mamu-B3901 with pseudo-sequence Mamu-B3901. The binding affinity (normalized) is 0.205. (9) The peptide sequence is NLDPDNKMSY. The MHC is HLA-A68:01 with pseudo-sequence HLA-A68:01. The binding affinity (normalized) is 0.326.